This data is from Catalyst prediction with 721,799 reactions and 888 catalyst types from USPTO. The task is: Predict which catalyst facilitates the given reaction. (1) Product: [C:2]([C:6]1[N:10]([CH2:11][CH:12]2[CH2:17][CH2:16][O:15][CH2:14][CH2:13]2)[C:9]2[CH:18]=[CH:19][C:20]([N:22]([CH2:23][CH3:24])[S:34]([C:31]3[CH:30]=[CH:29][C:28]([N+:25]([O-:27])=[O:26])=[CH:33][CH:32]=3)(=[O:35])=[O:36])=[CH:21][C:8]=2[N:7]=1)([CH3:5])([CH3:3])[CH3:4]. The catalyst class is: 649. Reactant: Cl.[C:2]([C:6]1[N:10]([CH2:11][CH:12]2[CH2:17][CH2:16][O:15][CH2:14][CH2:13]2)[C:9]2[CH:18]=[CH:19][C:20]([NH:22][CH2:23][CH3:24])=[CH:21][C:8]=2[N:7]=1)([CH3:5])([CH3:4])[CH3:3].[N+:25]([C:28]1[CH:33]=[CH:32][C:31]([S:34](Cl)(=[O:36])=[O:35])=[CH:30][CH:29]=1)([O-:27])=[O:26]. (2) Reactant: [F:1][C:2]1[CH:3]=[C:4]([C:8]2[C:13](=[O:14])[N:12]3[C:15]([CH3:19])=[CH:16][CH:17]=[CH:18][C:11]3=[N:10][C:9]=2[CH2:20]O)[CH:5]=[CH:6][CH:7]=1.O=S(Cl)[Cl:24].C(Cl)[Cl:27]. Product: [ClH:24].[Cl:27][CH2:20][C:9]1[N:10]=[C:11]2[CH:18]=[CH:17][CH:16]=[C:15]([CH3:19])[N:12]2[C:13](=[O:14])[C:8]=1[C:4]1[CH:5]=[CH:6][CH:7]=[C:2]([F:1])[CH:3]=1. The catalyst class is: 22. (3) Reactant: [F:1][C:2]1[CH:14]=[C:13](/[CH:15]=[CH:16]/[C:17]([F:20])([F:19])[F:18])[CH:12]=[CH:11][C:3]=1[C:4]([O:6]C(C)(C)C)=[O:5]. Product: [F:1][C:2]1[CH:14]=[C:13](/[CH:15]=[CH:16]/[C:17]([F:18])([F:19])[F:20])[CH:12]=[CH:11][C:3]=1[C:4]([OH:6])=[O:5]. The catalyst class is: 157. (4) Reactant: [CH3:1][C:2]1[CH:7]=[CH:6][C:5]([S:8]([O:11][CH2:12][CH:13]2[CH2:17][C:16]3[CH:18]=[C:19]([F:23])[CH:20]=[C:21](Br)[C:15]=3[O:14]2)(=[O:10])=[O:9])=[CH:4][CH:3]=1.[Cl:24][C:25]1[CH:30]=[CH:29][CH:28]=[CH:27][C:26]=1B(O)O.C(=O)([O-])[O-].[K+].[K+].CC1C=CC(S(OCC2CC3C(C4C=CC=CC=4)=CC=CC=3O2)(=O)=O)=CC=1. Product: [CH3:1][C:2]1[CH:7]=[CH:6][C:5]([S:8]([O:11][CH2:12][CH:13]2[CH2:17][C:16]3[CH:18]=[C:19]([F:23])[CH:20]=[C:21]([C:26]4[CH:27]=[CH:28][CH:29]=[CH:30][C:25]=4[Cl:24])[C:15]=3[O:14]2)(=[O:10])=[O:9])=[CH:4][CH:3]=1. The catalyst class is: 608. (5) Reactant: [Cl:1][C:2]1[CH:3]=[C:4]([CH:8]([OH:30])[CH2:9][NH:10][C:11]2[CH:16]=[CH:15][NH:14][C:13](=[O:17])[C:12]=2[C:18]2[NH:19][C:20]3[CH:26]=[C:25]([C:27]#[N:28])[CH:24]=[C:23]([CH3:29])[C:21]=3[N:22]=2)[CH:5]=[CH:6][CH:7]=1.Cl.N[CH2:33][CH2:34][SH:35].C(N(CC)CC)C. Product: [Cl:1][C:2]1[CH:3]=[C:4]([CH:8]([OH:30])[CH2:9][NH:10][C:11]2[CH:16]=[CH:15][NH:14][C:13](=[O:17])[C:12]=2[C:18]2[NH:19][C:20]3[CH:26]=[C:25]([C:27]4[S:35][CH2:34][CH2:33][N:28]=4)[CH:24]=[C:23]([CH3:29])[C:21]=3[N:22]=2)[CH:5]=[CH:6][CH:7]=1. The catalyst class is: 5. (6) Reactant: CN1CCOCC1.ClC(OCC)=O.[C:14]([O:18][C:19]([NH:21][C@@H:22]([CH2:26][C:27]([O:29][CH3:30])=[O:28])[C:23](O)=[O:24])=[O:20])([CH3:17])([CH3:16])[CH3:15]. Product: [C:14]([O:18][C:19]([NH:21][C@H:22]([CH2:23][OH:24])[CH2:26][C:27]([O:29][CH3:30])=[O:28])=[O:20])([CH3:16])([CH3:15])[CH3:17]. The catalyst class is: 1. (7) The catalyst class is: 41. Reactant: [NH2:1][C:2]1[CH:3]=[C:4]2[C:9](=[CH:10][CH:11]=1)[CH2:8][N:7]([C:12]([O:14][C:15]([CH3:18])([CH3:17])[CH3:16])=[O:13])[CH2:6][CH2:5]2.Br[C:20]1[C:21](=[O:28])[N:22]([CH3:27])[CH:23]=[C:24]([Br:26])[N:25]=1.C(N(CC)CC)C. Product: [Br:26][C:24]1[N:25]=[C:20]([NH:1][C:2]2[CH:3]=[C:4]3[C:9](=[CH:10][CH:11]=2)[CH2:8][N:7]([C:12]([O:14][C:15]([CH3:18])([CH3:17])[CH3:16])=[O:13])[CH2:6][CH2:5]3)[C:21](=[O:28])[N:22]([CH3:27])[CH:23]=1. (8) Reactant: [Cl:1][CH2:2][C:3]([O-:5])=O.[Na+].[Cl-].[Mg+2].[Cl-].[Cl-].C([N-:14][CH:15](C)C)(C)C.[Mg+2].C([NH:22]C(C)C)(C)C.[CH2:26]([Mg]Cl)[CH2:27][CH2:28][CH3:29].Cl.C1C[O:36][CH2:35][CH2:34]1. Product: [Cl:1][CH2:2][C:3]([C:27]1[CH:28]=[CH:29][C:15]([NH:14][C:35](=[O:36])[CH3:34])=[N:22][CH:26]=1)=[O:5]. The catalyst class is: 6. (9) Reactant: C(OC([NH:11][C:12]1[CH:13]=[C:14]2[C:19](=[CH:20][CH:21]=1)[C:18](=[O:22])[N:17]([CH2:23][CH:24]([CH3:26])[CH3:25])[C:16]([CH2:27][NH:28][C:29]([O:31][C:32]([CH3:35])([CH3:34])[CH3:33])=[O:30])=[C:15]2[C:36]1[CH:41]=[CH:40][CH:39]=[CH:38][CH:37]=1)=O)C1C=CC=CC=1.C(O)C. Product: [NH2:11][C:12]1[CH:13]=[C:14]2[C:19](=[CH:20][CH:21]=1)[C:18](=[O:22])[N:17]([CH2:23][CH:24]([CH3:26])[CH3:25])[C:16]([CH2:27][NH:28][C:29]([O:31][C:32]([CH3:35])([CH3:33])[CH3:34])=[O:30])=[C:15]2[C:36]1[CH:37]=[CH:38][CH:39]=[CH:40][CH:41]=1. The catalyst class is: 457.